Dataset: Catalyst prediction with 721,799 reactions and 888 catalyst types from USPTO. Task: Predict which catalyst facilitates the given reaction. (1) Reactant: [F-].[F-].[F-].B.C(Cl)Cl.C(Cl)Cl.[NH2:11][C:12]1[C:17]([O:18]C)=[C:16]([F:20])[C:15]([C:21]2[CH:26]=[CH:25][CH:24]=[CH:23][CH:22]=2)=[C:14]([CH3:27])[C:13]=1[C:28]#[N:29]. Product: [NH2:11][C:12]1[C:17]([OH:18])=[C:16]([F:20])[C:15]([C:21]2[CH:26]=[CH:25][CH:24]=[CH:23][CH:22]=2)=[C:14]([CH3:27])[C:13]=1[C:28]#[N:29]. The catalyst class is: 6. (2) Reactant: [OH:1][C@@:2]1([C:9]#[C:10][C:11]2[CH:12]=[C:13]([C:17]3[N:26]=[C:25]([C:27]([O:29]CC)=O)[C:24]4[CH2:23][C:22]([CH3:33])([CH3:32])[CH2:21][CH2:20][C:19]=4[N:18]=3)[CH:14]=[CH:15][CH:16]=2)[CH2:6][CH2:5][N:4]([CH3:7])[C:3]1=[O:8].[NH3:34]. Product: [OH:1][C@@:2]1([C:9]#[C:10][C:11]2[CH:12]=[C:13]([C:17]3[N:26]=[C:25]([C:27]([NH2:34])=[O:29])[C:24]4[CH2:23][C:22]([CH3:32])([CH3:33])[CH2:21][CH2:20][C:19]=4[N:18]=3)[CH:14]=[CH:15][CH:16]=2)[CH2:6][CH2:5][N:4]([CH3:7])[C:3]1=[O:8]. The catalyst class is: 5. (3) Reactant: [Cl:1][C:2]1[CH:3]=[C:4]2[C:9](=[CH:10][CH:11]=1)[CH:8]=[C:7]([S:12]([NH:15][C@@H:16]1[CH2:20][CH2:19][N:18]([C:21]3[CH:22]=[C:23]4[C:28](=[CH:29][CH:30]=3)[CH2:27][N:26](C(OC(C)(C)C)=O)[CH2:25][CH2:24]4)[C:17]1=[O:38])(=[O:14])=[O:13])[CH:6]=[CH:5]2. Product: [ClH:1].[Cl:1][C:2]1[CH:3]=[C:4]2[C:9](=[CH:10][CH:11]=1)[CH:8]=[C:7]([S:12]([NH:15][C@@H:16]1[CH2:20][CH2:19][N:18]([C:21]3[CH:22]=[C:23]4[C:28](=[CH:29][CH:30]=3)[CH2:27][NH:26][CH2:25][CH2:24]4)[C:17]1=[O:38])(=[O:14])=[O:13])[CH:6]=[CH:5]2. The catalyst class is: 89. (4) Reactant: C1(P(C2C=CC=CC=2)C2C=CC=CC=2)C=CC=CC=1.[C:20]([Br:24])(Br)(Br)Br.[Cl:25][C:26]1[C:31](CO)=[C:30]([C:34]2[CH:39]=[CH:38][C:37]([F:40])=[CH:36][C:35]=2[Cl:41])[CH:29]=[C:28]([Cl:42])[N:27]=1. Product: [Br:24][CH2:20][C:31]1[C:26]([Cl:25])=[N:27][C:28]([Cl:42])=[CH:29][C:30]=1[C:34]1[CH:39]=[CH:38][C:37]([F:40])=[CH:36][C:35]=1[Cl:41]. The catalyst class is: 10. (5) Reactant: [NH2:1][CH2:2][C:3](=O)[CH2:4][C:5]1[CH:10]=[CH:9][CH:8]=[CH:7][C:6]=1[N+:11]([O-:13])=[O:12].[O-:15][C:16]#[N:17].[K+]. Product: [N+:11]([C:6]1[CH:7]=[CH:8][CH:9]=[CH:10][C:5]=1[CH2:4][C:3]1[NH:17][C:16](=[O:15])[NH:1][CH:2]=1)([O-:13])=[O:12]. The catalyst class is: 6. (6) Reactant: Cl[C:2]1[N:7]=[C:6]([O:8][CH3:9])[C:5]([C:10]([NH:12][CH2:13][C:14]2[CH:19]=[CH:18][C:17]([Cl:20])=[CH:16][CH:15]=2)=[O:11])=[C:4]([O:21][CH3:22])[N:3]=1.[NH:23]1[CH2:28][CH2:27][O:26][CH2:25][CH2:24]1.C(=O)([O-])[O-].[K+].[K+].O. Product: [Cl:20][C:17]1[CH:18]=[CH:19][C:14]([CH2:13][NH:12][C:10]([C:5]2[C:4]([O:21][CH3:22])=[N:3][C:2]([N:23]3[CH2:28][CH2:27][O:26][CH2:25][CH2:24]3)=[N:7][C:6]=2[O:8][CH3:9])=[O:11])=[CH:15][CH:16]=1. The catalyst class is: 9. (7) Reactant: [Br:1][C:2]1[C:10]2[NH:9][C:8]3[CH2:11][CH2:12][NH:13][CH2:14][C:7]=3[C:6]=2[C:5]([Br:15])=[CH:4][CH:3]=1.[C:16](Cl)([C:29]1[CH:34]=[CH:33][CH:32]=[CH:31][CH:30]=1)([C:23]1[CH:28]=[CH:27][CH:26]=[CH:25][CH:24]=1)[C:17]1[CH:22]=[CH:21][CH:20]=[CH:19][CH:18]=1. Product: [Br:1][C:2]1[C:10]2[NH:9][C:8]3[CH2:11][CH2:12][N:13]([C:16]([C:17]4[CH:22]=[CH:21][CH:20]=[CH:19][CH:18]=4)([C:29]4[CH:30]=[CH:31][CH:32]=[CH:33][CH:34]=4)[C:23]4[CH:24]=[CH:25][CH:26]=[CH:27][CH:28]=4)[CH2:14][C:7]=3[C:6]=2[C:5]([Br:15])=[CH:4][CH:3]=1. The catalyst class is: 154. (8) Reactant: S(Cl)(Cl)=O.[CH:5]1([S:8][C:9]2[CH:17]=[CH:16][C:12]([C:13](O)=[O:14])=[CH:11][CH:10]=2)[CH2:7][CH2:6]1.[NH3:18]. Product: [CH:5]1([S:8][C:9]2[CH:17]=[CH:16][C:12]([C:13]([NH2:18])=[O:14])=[CH:11][CH:10]=2)[CH2:7][CH2:6]1. The catalyst class is: 4. (9) Reactant: [Br:1][CH2:2][CH2:3]Br.[K].[N+:6]([C:9]1[CH:14]=[CH:13][C:12]([NH:15][S:16]([C:19]2[CH:24]=[CH:23][CH:22]=[CH:21][CH:20]=2)(=[O:18])=[O:17])=[CH:11][CH:10]=1)([O-:8])=[O:7]. Product: [Br:1][CH2:2][CH2:3][N:15]([C:12]1[CH:13]=[CH:14][C:9]([N+:6]([O-:8])=[O:7])=[CH:10][CH:11]=1)[S:16]([C:19]1[CH:20]=[CH:21][CH:22]=[CH:23][CH:24]=1)(=[O:17])=[O:18]. The catalyst class is: 9.